From a dataset of Reaction yield outcomes from USPTO patents with 853,638 reactions. Predict the reaction yield, written as a fraction of the theoretical maximum amount of product (1.0 means a 100% yield; for example, 0.34 means a 34% yield). (1) The reactants are [Cl:1][C:2]1[N:7]=[C:6](Cl)[CH:5]=[C:4]([CH3:9])[N:3]=1.[CH3:10][S-:11].[Na+]. The catalyst is C1COCC1.O. The product is [Cl:1][C:2]1[N:3]=[C:4]([CH3:9])[CH:5]=[C:6]([S:11][CH3:10])[N:7]=1. The yield is 0.610. (2) The reactants are [OH:1][CH2:2][CH2:3][C:4]1[CH:5]=[C:6]2[C:11](=[CH:12][CH:13]=1)[O:10][CH:9](O)[CH2:8][CH:7]2[C:15]1[CH:20]=[CH:19][CH:18]=[CH:17][CH:16]=1.[CH:21]([NH:24][CH:25]([CH3:27])[CH3:26])([CH3:23])[CH3:22].[H][H].[ClH:30]. The catalyst is C1(C)C=CC=CC=1.[OH-].[OH-].[Pd+2]. The product is [ClH:30].[CH:21]([N:24]([CH:25]([CH3:27])[CH3:26])[CH2:9][CH2:8][CH:7]([C:6]1[CH:5]=[C:4]([CH2:3][CH2:2][OH:1])[CH:13]=[CH:12][C:11]=1[OH:10])[C:15]1[CH:20]=[CH:19][CH:18]=[CH:17][CH:16]=1)([CH3:23])[CH3:22]. The yield is 0.610. (3) The reactants are [CH2:1]([O:8][C:9]([NH:11][C@H:12]1[C:16]2([CH2:18][CH2:17]2)[CH2:15][NH:14][CH2:13]1)=[O:10])[C:2]1[CH:7]=[CH:6][CH:5]=[CH:4][CH:3]=1.C(O)C.O.[C:23]1([CH3:33])[CH:28]=[CH:27][C:26]([S:29]([OH:32])(=[O:31])=[O:30])=[CH:25][CH:24]=1. The catalyst is C1(C)C=CC=CC=1. The product is [C:23]1([CH3:33])[CH:24]=[CH:25][C:26]([S:29]([OH:32])(=[O:30])=[O:31])=[CH:27][CH:28]=1.[CH2:1]([O:8][C:9]([NH:11][C@H:12]1[C:16]2([CH2:18][CH2:17]2)[CH2:15][NH:14][CH2:13]1)=[O:10])[C:2]1[CH:7]=[CH:6][CH:5]=[CH:4][CH:3]=1. The yield is 0.710. (4) The reactants are Br[C:2]1[CH:7]=[CH:6][C:5]([C:8]2[CH:9]=[C:10]3[C:30]([C:31]([CH3:34])([CH3:33])[CH:32]=2)=[C:29]2[C:12]([CH:13]=[C:14]4[C:27](=[CH:28]2)[C:26]2[CH:25]=[CH:24][CH:23]=[CH:22][C:21]=2[C:20]2[CH:19]=[CH:18][CH:17]=[CH:16][C:15]4=2)=[CH:11]3)=[CH:4][CH:3]=1.[B:35]1([B:35]2[O:39][C:38]([CH3:41])([CH3:40])[C:37]([CH3:43])([CH3:42])[O:36]2)[O:39][C:38]([CH3:41])([CH3:40])[C:37]([CH3:43])([CH3:42])[O:36]1.C([O-])(=O)C.[K+]. The catalyst is C1C=CC([P]([Pd]([P](C2C=CC=CC=2)(C2C=CC=CC=2)C2C=CC=CC=2)([P](C2C=CC=CC=2)(C2C=CC=CC=2)C2C=CC=CC=2)[P](C2C=CC=CC=2)(C2C=CC=CC=2)C2C=CC=CC=2)(C2C=CC=CC=2)C2C=CC=CC=2)=CC=1.O1CCOCC1. The product is [CH3:33][C:31]1([CH3:34])[C:30]2[C:10]([CH:11]=[C:12]3[C:29]=2[CH:28]=[C:27]2[C:14]([C:15]4[CH:16]=[CH:17][CH:18]=[CH:19][C:20]=4[C:21]4[CH:22]=[CH:23][CH:24]=[CH:25][C:26]=42)=[CH:13]3)=[CH:9][C:8]([C:5]2[CH:4]=[CH:3][C:2]([B:35]3[O:39][C:38]([CH3:41])([CH3:40])[C:37]([CH3:43])([CH3:42])[O:36]3)=[CH:7][CH:6]=2)=[CH:32]1. The yield is 0.730. (5) The reactants are [CH2:1]([O:8][C:9]1[CH:10]=[C:11]([NH:16][C:17]2[CH:18]=[N:19][CH:20]=[CH:21][CH:22]=2)[CH:12]=[C:13](Br)[CH:14]=1)[C:2]1[CH:7]=[CH:6][CH:5]=[CH:4][CH:3]=1.[B:23]1([B:23]2[O:27][C:26]([CH3:29])([CH3:28])[C:25]([CH3:31])([CH3:30])[O:24]2)[O:27][C:26]([CH3:29])([CH3:28])[C:25]([CH3:31])([CH3:30])[O:24]1.C([O-])(=O)C.[K+]. The catalyst is CS(C)=O. The product is [CH2:1]([O:8][C:9]1[CH:10]=[C:11]([NH:16][C:17]2[CH:18]=[N:19][CH:20]=[CH:21][CH:22]=2)[CH:12]=[C:13]([B:23]2[O:27][C:26]([CH3:29])([CH3:28])[C:25]([CH3:31])([CH3:30])[O:24]2)[CH:14]=1)[C:2]1[CH:7]=[CH:6][CH:5]=[CH:4][CH:3]=1. The yield is 0.730. (6) The reactants are [Mg].II.Cl[CH2:5][CH2:6][CH2:7][CH2:8][O:9][CH3:10].[CH:11]1([CH2:14][O:15][C:16]2[C:36]([F:37])=[CH:35][CH:34]=[CH:33][C:17]=2[C:18]([C@@H:20]2[CH2:25][CH2:24][CH2:23][N:22]([C:26]([O:28][C:29]([CH3:32])([CH3:31])[CH3:30])=[O:27])[CH2:21]2)=[O:19])[CH2:13][CH2:12]1. The catalyst is C1COCC1. The product is [CH:11]1([CH2:14][O:15][C:16]2[C:36]([F:37])=[CH:35][CH:34]=[CH:33][C:17]=2[C@:18]([C@@H:20]2[CH2:25][CH2:24][CH2:23][N:22]([C:26]([O:28][C:29]([CH3:31])([CH3:32])[CH3:30])=[O:27])[CH2:21]2)([OH:19])[CH2:5][CH2:6][CH2:7][CH2:8][O:9][CH3:10])[CH2:12][CH2:13]1. The yield is 0.910. (7) The reactants are [CH2:1]([N:4]([CH2:6][CH2:7][CH2:8][CH2:9][CH2:10][C:11]1[CH:12]=[C:13]2[C:17](=[CH:18][CH:19]=1)[NH:16][CH2:15][CH2:14]2)[CH3:5])[CH:2]=[CH2:3].C(Cl)Cl.Cl[C:24]([O:26][C:27]1[CH:32]=[CH:31][C:30]([Cl:33])=[CH:29][CH:28]=1)=[O:25]. No catalyst specified. The product is [Cl:33][C:30]1[CH:31]=[CH:32][C:27]([O:26][C:24]([N:16]2[C:17]3[C:13](=[CH:12][C:11]([CH2:10][CH2:9][CH2:8][CH2:7][CH2:6][N:4]([CH2:1][CH:2]=[CH2:3])[CH3:5])=[CH:19][CH:18]=3)[CH2:14][CH2:15]2)=[O:25])=[CH:28][CH:29]=1. The yield is 0.770. (8) The reactants are Cl.[CH3:2][O:3][NH:4][CH3:5].[CH3:6][S:7]([C:10]1[CH:15]=[CH:14][C:13]([CH:16]([CH2:20][CH:21]2[CH2:25][CH2:24][O:23][CH2:22]2)[C:17]([OH:19])=O)=[CH:12][CH:11]=1)(=[O:9])=[O:8].Cl.CN(C)CCCN=C=NCC.ON1C2C=CC=CC=2N=N1. The catalyst is C(#N)C.C(OCC)(=O)C.C(N(CC)CC)C. The product is [CH3:2][O:3][N:4]([CH3:5])[C:17](=[O:19])[CH:16]([C:13]1[CH:12]=[CH:11][C:10]([S:7]([CH3:6])(=[O:8])=[O:9])=[CH:15][CH:14]=1)[CH2:20][CH:21]1[CH2:25][CH2:24][O:23][CH2:22]1. The yield is 0.830. (9) The yield is 0.740. The reactants are N1CCCCC1.[CH3:7][O:8][C:9]1[CH:10]=[C:11]([CH:14]=[CH:15][C:16]=1[O:17][CH3:18])[CH:12]=O.C([CH2:22][C:23]([NH:25][C:26]1[CH:34]=[CH:33][CH:32]=[CH:31][C:27]=1[C:28]([OH:30])=[O:29])=[O:24])(O)=O.Cl. The catalyst is C1(C)C=CC=CC=1. The product is [CH3:7][O:8][C:9]1[CH:10]=[C:11](/[CH:12]=[CH:22]/[C:23]([NH:25][C:26]2[CH:34]=[CH:33][CH:32]=[CH:31][C:27]=2[C:28]([OH:30])=[O:29])=[O:24])[CH:14]=[CH:15][C:16]=1[O:17][CH3:18].